From a dataset of Forward reaction prediction with 1.9M reactions from USPTO patents (1976-2016). Predict the product of the given reaction. (1) The product is: [N:46]([CH2:45][CH2:44][CH2:43][CH2:42][CH2:41][CH2:40][N:26]1[C:27](=[O:28])[N:23]([C:20]2[CH:21]=[CH:22][C:17]([N:14]3[CH2:13][CH2:12][N:11]([C:8]4[CH:9]=[CH:10][C:5]([O:4][CH2:3][O:2][CH3:1])=[CH:6][CH:7]=4)[CH2:16][CH2:15]3)=[CH:18][CH:19]=2)[CH:24]=[N:25]1)=[N+:47]=[N-:48]. Given the reactants [CH3:1][O:2][CH2:3][O:4][C:5]1[CH:10]=[CH:9][C:8]([N:11]2[CH2:16][CH2:15][N:14]([C:17]3[CH:22]=[CH:21][C:20]([N:23]4[C:27](=[O:28])[NH:26][N:25]=[CH:24]4)=[CH:19][CH:18]=3)[CH2:13][CH2:12]2)=[CH:7][CH:6]=1.BrC1C=CC(S(O[CH2:40][CH2:41][CH2:42][CH2:43][CH2:44][CH2:45][N:46]=[N+:47]=[N-:48])(=O)=O)=CC=1.C([O-])([O-])=O.[Cs+].[Cs+], predict the reaction product. (2) Given the reactants [Br:1][C:2]1[CH:3]=[CH:4][C:5]([O:9][C:10]([F:13])([F:12])[F:11])=[C:6]([NH2:8])[CH:7]=1.[N:14]#[C:15][NH2:16].Cl, predict the reaction product. The product is: [Br:1][C:2]1[CH:3]=[CH:4][C:5]([O:9][C:10]([F:11])([F:12])[F:13])=[C:6]([NH:8][C:15]([NH2:16])=[NH:14])[CH:7]=1. (3) The product is: [Br:37][C:38]1[CH:47]=[CH:46][CH:45]=[C:44]2[C:39]=1[CH:40]=[CH:41][C:42]([O:50][CH3:51])=[C:43]2[CH2:48][N:11]1[C:10](=[O:12])[C@@H:9]([NH:13][C:14](=[O:26])[C@@H:15]([N:17]([CH3:25])[C:18](=[O:24])[O:19][C:20]([CH3:21])([CH3:23])[CH3:22])[CH3:16])[C@H:8]([CH3:27])[N:7]([C:28](=[O:34])[CH2:29][S:30]([CH3:33])(=[O:32])=[O:31])[C:6]2[CH:35]=[CH:36][C:3]([C:1]#[N:2])=[CH:4][C:5]1=2. Given the reactants [C:1]([C:3]1[CH:36]=[CH:35][C:6]2[N:7]([C:28](=[O:34])[CH2:29][S:30]([CH3:33])(=[O:32])=[O:31])[C@@H:8]([CH3:27])[C@H:9]([NH:13][C:14](=[O:26])[C@@H:15]([N:17]([CH3:25])[C:18](=[O:24])[O:19][C:20]([CH3:23])([CH3:22])[CH3:21])[CH3:16])[C:10](=[O:12])[NH:11][C:5]=2[CH:4]=1)#[N:2].[Br:37][C:38]1[CH:47]=[CH:46][CH:45]=[C:44]2[C:39]=1[CH:40]=[CH:41][C:42]([O:50][CH3:51])=[C:43]2[CH2:48]Cl.C(=O)([O-])[O-].[Cs+].[Cs+].[I-].[Na+], predict the reaction product. (4) Given the reactants C(OC([N:8]1[CH2:13][CH2:12][C:11]2[NH:14][N:15]=[C:16]([C:17]34[CH2:22][CH:21]3[CH2:20][CH2:19][CH2:18]4)[C:10]=2[CH2:9]1)=O)(C)(C)C.Cl.O1CCOCC1, predict the reaction product. The product is: [C:17]12([C:16]3[C:10]4[CH2:9][NH:8][CH2:13][CH2:12][C:11]=4[NH:14][N:15]=3)[CH2:22][CH:21]1[CH2:20][CH2:19][CH2:18]2.